From a dataset of Forward reaction prediction with 1.9M reactions from USPTO patents (1976-2016). Predict the product of the given reaction. (1) Given the reactants [S:1]1[CH:5]=[CH:4][CH:3]=[C:2]1[S:6]([NH:9][C:10]1[CH:11]=[CH:12][CH:13]=[C:14]2[C:18]=1[NH:17][C:16]([C:19](=[S:21])[NH2:20])=[CH:15]2)(=[O:8])=[O:7].[C:22]([O:27][CH2:28][CH3:29])(=[O:26])[C:23]#[C:24][CH3:25].C(P(CCCC)CCCC)CCC.C1(C)C=CC=CC=1, predict the reaction product. The product is: [S:1]1[CH:5]=[CH:4][CH:3]=[C:2]1[S:6]([NH:9][C:10]1[CH:11]=[CH:12][CH:13]=[C:14]2[C:18]=1[NH:17][C:16]([C:19]1[S:21][CH:24]([CH2:23][C:22]([O:27][CH2:28][CH3:29])=[O:26])[CH2:25][N:20]=1)=[CH:15]2)(=[O:7])=[O:8]. (2) The product is: [ClH:47].[F:34][C:30]1[CH:29]=[C:28]([CH:27]2[CH2:26][CH2:25][N:24]([C:35]([NH:37][C:38]3[CH:39]=[CH:40][C:41]([C:42]([OH:44])=[O:43])=[CH:45][CH:46]=3)=[O:36])[CH2:23][CH:22]2[CH2:21][NH:8][C@@H:9]([C:11]2[C:20]3[C:15](=[CH:16][CH:17]=[CH:18][CH:19]=3)[CH:14]=[CH:13][CH:12]=2)[CH3:10])[CH:33]=[CH:32][CH:31]=1. Given the reactants C(OC([N:8]([CH2:21][CH:22]1[CH:27]([C:28]2[CH:33]=[CH:32][CH:31]=[C:30]([F:34])[CH:29]=2)[CH2:26][CH2:25][N:24]([C:35]([NH:37][C:38]2[CH:46]=[CH:45][C:41]([C:42]([OH:44])=[O:43])=[CH:40][CH:39]=2)=[O:36])[CH2:23]1)[C@@H:9]([C:11]1[C:20]2[C:15](=[CH:16][CH:17]=[CH:18][CH:19]=2)[CH:14]=[CH:13][CH:12]=1)[CH3:10])=O)(C)(C)C.[ClH:47].O1CCOCC1, predict the reaction product.